This data is from Reaction yield outcomes from USPTO patents with 853,638 reactions. The task is: Predict the reaction yield, written as a fraction of the theoretical maximum amount of product (1.0 means a 100% yield; for example, 0.34 means a 34% yield). The reactants are Cl[C:2]1[N:7]=[CH:6][N:5]=[C:4]([NH:8][C:9]2[CH:14]=[CH:13][CH:12]=[C:11]([Br:15])[CH:10]=2)[CH:3]=1.[C:16]1([NH2:23])[CH:21]=[CH:20][CH:19]=[C:18]([NH2:22])[CH:17]=1. The catalyst is CCCCO. The product is [Br:15][C:11]1[CH:10]=[C:9]([NH:8][C:4]2[N:5]=[CH:6][N:7]=[C:2]([NH:22][C:18]3[CH:17]=[C:16]([NH2:23])[CH:21]=[CH:20][CH:19]=3)[CH:3]=2)[CH:14]=[CH:13][CH:12]=1. The yield is 0.650.